Predict which catalyst facilitates the given reaction. From a dataset of Catalyst prediction with 721,799 reactions and 888 catalyst types from USPTO. Reactant: [CH2:1]([O:3][C:4](=[O:12])[C:5]1[CH:10]=[CH:9][C:8]([NH2:11])=[CH:7][CH:6]=1)[CH3:2].[N:13]([O-])=O.[Na+].O.O.Cl[Sn]Cl. Product: [CH2:1]([O:3][C:4](=[O:12])[C:5]1[CH:10]=[CH:9][C:8]([NH:11][NH2:13])=[CH:7][CH:6]=1)[CH3:2]. The catalyst class is: 33.